This data is from Full USPTO retrosynthesis dataset with 1.9M reactions from patents (1976-2016). The task is: Predict the reactants needed to synthesize the given product. (1) Given the product [F:1][C:2]1[CH:3]=[C:4]([C@H:8]2[CH2:12][CH2:11][CH2:10][N:9]2[C:13]2[CH:14]=[CH:15][C:16]3[N:17]([C:19]([C:22]4[N:23]=[C:24]([OH:31])[CH:25]=[CH:26][CH:27]=4)=[CH:20][N:21]=3)[N:18]=2)[CH:5]=[CH:6][CH:7]=1, predict the reactants needed to synthesize it. The reactants are: [F:1][C:2]1[CH:3]=[C:4]([C@H:8]2[CH2:12][CH2:11][CH2:10][N:9]2[C:13]2[CH:14]=[CH:15][C:16]3[N:17]([C:19]([C:22]4[CH:27]=[CH:26][CH:25]=[C:24](F)[N:23]=4)=[CH:20][N:21]=3)[N:18]=2)[CH:5]=[CH:6][CH:7]=1.C(O)(=[O:31])C. (2) Given the product [CH2:1]([O:3][C:4]([CH:6]1[N:16]([C:17]([O:19][C:20]([CH3:23])([CH3:22])[CH3:21])=[O:18])[CH2:15][C:9]2[N:10]=[CH:11][N:12]=[C:13]([Cl:48])[C:8]=2[CH2:7]1)=[O:5])[CH3:2].[CH2:24]([O:26][C:27]([CH:29]1[N:38]([C:39]([O:41][C:42]([CH3:43])([CH3:45])[CH3:44])=[O:40])[CH2:37][C:36]2[C:47]([Cl:51])=[N:34][CH:33]=[N:32][C:31]=2[CH2:30]1)=[O:28])[CH3:25], predict the reactants needed to synthesize it. The reactants are: [CH2:1]([O:3][C:4]([CH:6]1[N:16]([C:17]([O:19][C:20]([CH3:23])([CH3:22])[CH3:21])=[O:18])[CH2:15][C:9]2[N:10]=[CH:11][NH:12][C:13](=O)[C:8]=2[CH2:7]1)=[O:5])[CH3:2].[CH2:24]([O:26][C:27]([CH:29]1[N:38]([C:39]([O:41][C:42]([CH3:45])([CH3:44])[CH3:43])=[O:40])[CH2:37][C:36]2C(=O)[NH:34][CH:33]=[N:32][C:31]=2[CH2:30]1)=[O:28])[CH3:25].[C:47]([Cl:51])(Cl)(Cl)[Cl:48].C1(P(C2C=CC=CC=2)C2C=CC=CC=2)C=CC=CC=1. (3) Given the product [C:23]([C:22]1[CH:21]=[C:20]([NH:19][C:16]([C:12]2[NH:13][C:14]3[C:10]([CH:11]=2)=[CH:9][CH:8]=[C:7]([NH:6][S:3]([CH3:2])(=[O:4])=[O:5])[CH:15]=3)=[O:18])[CH:33]=[CH:32][CH:31]=1)(=[O:24])[C:25]1[CH:26]=[CH:27][CH:28]=[CH:29][CH:30]=1, predict the reactants needed to synthesize it. The reactants are: Cl.[CH3:2][S:3]([NH:6][C:7]1[CH:15]=[C:14]2[C:10]([CH:11]=[C:12]([C:16]([OH:18])=O)[NH:13]2)=[CH:9][CH:8]=1)(=[O:5])=[O:4].[NH2:19][C:20]1[CH:21]=[C:22]([CH:31]=[CH:32][CH:33]=1)[C:23]([C:25]1[CH:30]=[CH:29][CH:28]=[CH:27][CH:26]=1)=[O:24].CN(C(ON1N=NC2C=CC=NC1=2)=[N+](C)C)C.F[P-](F)(F)(F)(F)F.CCN(C(C)C)C(C)C. (4) Given the product [F:1][C:2]1[C:3]2[CH2:4][CH:5]3[CH:14]([NH2:15])[CH:8]([CH2:9][C:10]=2[CH:11]=[CH:12][CH:13]=1)[CH2:7][CH2:6]3, predict the reactants needed to synthesize it. The reactants are: [F:1][C:2]1[C:3]2[CH2:4][CH:5]3[C:14](=[N:15]O)[CH:8]([CH2:9][C:10]=2[CH:11]=[CH:12][CH:13]=1)[CH2:7][CH2:6]3. (5) Given the product [Br:3][C:4]1[CH:5]=[CH:6][C:7]([O:22][CH2:23][C:24]2[CH:25]=[CH:26][C:27]([C:30]#[N:31])=[CH:28][CH:29]=2)=[C:8]([CH:21]=1)[C:9]([OH:11])=[O:10], predict the reactants needed to synthesize it. The reactants are: [OH-].[Li+].[Br:3][C:4]1[CH:5]=[CH:6][C:7]([O:22][CH2:23][C:24]2[CH:29]=[CH:28][C:27]([C:30]#[N:31])=[CH:26][CH:25]=2)=[C:8]([CH:21]=1)[C:9]([O:11]CC1C=CC(C#N)=CC=1)=[O:10]. (6) Given the product [CH:32]1([C:28]2[N:27]=[C:26]([C:10]3[C:9]4[C:13](=[CH:14][CH:15]=[C:7]([C:4]5[O:3][C:2]([C:37]6[NH:36][N:35]=[CH:39][CH:38]=6)=[N:6][N:5]=5)[CH:8]=4)[N:12]([S:16]([C:19]4[CH:25]=[CH:24][C:22]([CH3:23])=[CH:21][CH:20]=4)(=[O:18])=[O:17])[CH:11]=3)[CH:31]=[N:30][CH:29]=2)[CH2:34][CH2:33]1, predict the reactants needed to synthesize it. The reactants are: Br[C:2]1[O:3][C:4]([C:7]2[CH:8]=[C:9]3[C:13](=[CH:14][CH:15]=2)[N:12]([S:16]([C:19]2[CH:25]=[CH:24][C:22]([CH3:23])=[CH:21][CH:20]=2)(=[O:18])=[O:17])[CH:11]=[C:10]3[C:26]2[CH:31]=[N:30][CH:29]=[C:28]([CH:32]3[CH2:34][CH2:33]3)[N:27]=2)=[N:5][N:6]=1.[NH:35]1[CH:39]=[CH:38][C:37](B(O)O)=[N:36]1.C(=O)([O-])[O-].[K+].[K+]. (7) The reactants are: [NH2:1][C:2]1[C:6]([C:7]2[CH:12]=[CH:11][CH:10]=[CH:9][CH:8]=2)=[CH:5][S:4][C:3]=1[C:13]([O:15]C)=O.C(N(CC)CC)C.[Cl:24][C:25]1[CH:30]=[CH:29][C:28]([N:31]=[C:32]=[O:33])=[CH:27][CH:26]=1.Cl. Given the product [Cl:24][C:25]1[CH:30]=[CH:29][C:28]([N:31]2[C:13](=[O:15])[C:3]3[S:4][CH:5]=[C:6]([C:7]4[CH:8]=[CH:9][CH:10]=[CH:11][CH:12]=4)[C:2]=3[NH:1][C:32]2=[O:33])=[CH:27][CH:26]=1, predict the reactants needed to synthesize it.